From a dataset of Forward reaction prediction with 1.9M reactions from USPTO patents (1976-2016). Predict the product of the given reaction. (1) Given the reactants [F-].[CH2:15]([N+]([CH2:15][CH2:16][CH2:17][CH3:18])([CH2:15][CH2:16][CH2:17][CH3:18])[CH2:15][CH2:16][CH2:17][CH3:18])[CH2:16][CH2:17][CH3:18].[CH3:19][O:20][CH2:21][O:22][C:23]1[CH:32]=[C:31]2[C:26](C=[C:28]([C:34]3[CH:39]=[CH:38][C:37]([O:40][CH2:41][O:42][CH3:43])=[CH:36][CH:35]=3)[C:29](=[O:33])[O:30]2)=[CH:25][CH:24]=1.[H-].[Ca+2].[H-].C([Si](C)(C)C)C=C.Cl, predict the reaction product. The product is: [CH3:19][O:20][CH2:21][O:22][C:23]1[CH:32]=[C:31]2[C:26]([CH:15]([CH2:16][CH:17]=[CH2:18])[CH:28]([C:34]3[CH:35]=[CH:36][C:37]([O:40][CH2:41][O:42][CH3:43])=[CH:38][CH:39]=3)[C:29](=[O:33])[O:30]2)=[CH:25][CH:24]=1. (2) Given the reactants [OH:1][C:2]1[C:11]2[C:6](=[CH:7][CH:8]=[CH:9][CH:10]=2)[O:5][C:4](=[O:12])[CH:3]=1.C(N(CC)CC)C.[C:20]1([CH3:30])[CH:25]=[CH:24][C:23]([S:26](Cl)(=[O:28])=[O:27])=[CH:22][CH:21]=1, predict the reaction product. The product is: [O:12]=[C:4]1[CH:3]=[C:2]([O:1][S:26]([C:23]2[CH:24]=[CH:25][C:20]([CH3:30])=[CH:21][CH:22]=2)(=[O:28])=[O:27])[C:11]2[CH:10]=[CH:9][CH:8]=[CH:7][C:6]=2[O:5]1. (3) Given the reactants C([O:8][C:9]1[CH:10]=[N:11][C:12]([C:15]2[CH:16]=[C:17]([CH:39]=[CH:40][CH:41]=2)[CH2:18][C:19]2[C:24](=[O:25])[CH:23]=[CH:22][N:21]([C:26]3[CH:27]=[N:28][N:29]([CH2:31][O:32][CH2:33][CH2:34][Si:35]([CH3:38])([CH3:37])[CH3:36])[CH:30]=3)[N:20]=2)=[N:13][CH:14]=1)C1C=CC=CC=1.CCO, predict the reaction product. The product is: [OH:8][C:9]1[CH:10]=[N:11][C:12]([C:15]2[CH:16]=[C:17]([CH:39]=[CH:40][CH:41]=2)[CH2:18][C:19]2[C:24](=[O:25])[CH:23]=[CH:22][N:21]([C:26]3[CH:27]=[N:28][N:29]([CH2:31][O:32][CH2:33][CH2:34][Si:35]([CH3:36])([CH3:37])[CH3:38])[CH:30]=3)[N:20]=2)=[N:13][CH:14]=1. (4) Given the reactants [CH3:1][S:2](Cl)(=[O:4])=[O:3].[NH2:6][C:7]1[CH:8]=[C:9]([C:13]2[CH:18]=[CH:17][C:16]([C:19]([F:29])([CH3:28])[CH2:20][NH:21][S:22]([N:25]([CH3:27])[CH3:26])(=[O:24])=[O:23])=[CH:15][CH:14]=2)[CH:10]=[CH:11][CH:12]=1.C1CCN2C(=NCCC2)CC1, predict the reaction product. The product is: [CH3:27][N:25]([CH3:26])[S:22]([NH:21][CH2:20][C:19]([F:29])([C:16]1[CH:15]=[CH:14][C:13]([C:9]2[CH:10]=[CH:11][CH:12]=[C:7]([NH:6][S:2]([CH3:1])(=[O:4])=[O:3])[CH:8]=2)=[CH:18][CH:17]=1)[CH3:28])(=[O:23])=[O:24]. (5) Given the reactants [CH2:1]([O:8][CH2:9][N:10]([C:23]1[N:28]=[C:27]([O:29][CH2:30][C:31]([F:34])([F:33])[F:32])[CH:26]=[C:25]([O:35][CH2:36][C:37]([F:40])([F:39])[F:38])[N:24]=1)[C:11](=[O:22])[NH:12][C:13]1[S:14][C:15]([C:18]([F:21])([F:20])[F:19])=[CH:16][CH:17]=1)[C:2]1[CH:7]=[CH:6][CH:5]=[CH:4][CH:3]=1.[H-].[Na+].[CH3:43][O:44][CH2:45]Br, predict the reaction product. The product is: [CH2:1]([O:8][CH2:9][N:10]([C:23]1[N:28]=[C:27]([O:29][CH2:30][C:31]([F:32])([F:33])[F:34])[CH:26]=[C:25]([O:35][CH2:36][C:37]([F:39])([F:40])[F:38])[N:24]=1)[C:11](=[O:22])[N:12]([CH2:43][O:44][CH3:45])[C:13]1[S:14][C:15]([C:18]([F:19])([F:20])[F:21])=[CH:16][CH:17]=1)[C:2]1[CH:7]=[CH:6][CH:5]=[CH:4][CH:3]=1. (6) The product is: [F:1][C:2]1[CH:3]=[CH:4][C:5]([C:8]2[N:12]=[C:11]([CH:13]3[CH2:18][CH2:17][N:16]([C:42](=[O:43])[CH2:41][C:36]4[CH:37]=[CH:38][CH:39]=[CH:40][C:35]=4[O:34][CH3:33])[CH2:15][CH2:14]3)[N:10]([C:19]3[N:20]=[CH:21][CH:22]=[CH:23][N:24]=3)[N:9]=2)=[CH:6][CH:7]=1. Given the reactants [F:1][C:2]1[CH:7]=[CH:6][C:5]([C:8]2[N:12]=[C:11]([CH:13]3[CH2:18][CH2:17][NH:16][CH2:15][CH2:14]3)[N:10]([C:19]3[N:24]=[CH:23][CH:22]=[CH:21][N:20]=3)[N:9]=2)=[CH:4][CH:3]=1.Cl.C(N(CC)CC)C.[CH3:33][O:34][C:35]1[CH:40]=[CH:39][CH:38]=[CH:37][C:36]=1[CH2:41][C:42](O)=[O:43].CN(C(ON1N=NC2C=CC=NC1=2)=[N+](C)C)C.F[P-](F)(F)(F)(F)F, predict the reaction product.